This data is from M1 muscarinic receptor antagonist screen with 61,756 compounds. The task is: Binary Classification. Given a drug SMILES string, predict its activity (active/inactive) in a high-throughput screening assay against a specified biological target. (1) The compound is S(=O)(=O)(Cc1oc(C(=O)NC2CCCCC2)cc1)Cc1c(F)cccc1. The result is 0 (inactive). (2) The drug is s1c(NC(=O)CN2CCN(CC2)c2c(OC)cccc2)nnc1CC. The result is 0 (inactive). (3) The drug is S(c1nc(nc2CC(OCc12)(C)C)c1ccc(OC)cc1)CC(=O)N1CCOCC1. The result is 0 (inactive). (4) The drug is S(=O)(=O)(NCC)c1cc(c(OC)cc1)C. The result is 0 (inactive). (5) The compound is S(c1n(nnn1)c1c(cc(cc1)C)C)Cc1oc(cc1)C(OC)=O. The result is 0 (inactive). (6) The compound is O=C1N(c2c(C31Nc1c(N3)cccc1)cccc2)C(=O)C. The result is 0 (inactive). (7) The result is 0 (inactive). The drug is O=C(N1C(CCCC1C)C)COc1ccc(cc1)c1ocnn1. (8) The compound is O=c1n(c(nc2c1C(Cc1c2cccc1)(C)C)NCCO)c1ccccc1. The result is 0 (inactive). (9) The compound is O(c1cc(NC(=O)c2nn3c(n2)nccc3)ccc1)C. The result is 0 (inactive). (10) The compound is O1C(OC(=O)/C(C1=O)=C\Nc1cc(OC)ccc1)(C)C. The result is 0 (inactive).